The task is: Predict which catalyst facilitates the given reaction.. This data is from Catalyst prediction with 721,799 reactions and 888 catalyst types from USPTO. (1) Reactant: [C:1]([N:4]([CH2:11][C:12]1[CH:13]=[CH:14][CH:15]=[C:16]2[C:20]=1[NH:19][CH:18]=[CH:17]2)[CH2:5][CH2:6][O:7][C:8](=[O:10])[CH3:9])(=[O:3])[CH3:2].[C:21](Cl)(=[O:25])[C:22](Cl)=[O:23].[CH3:27][O-:28].[Na+]. Product: [CH3:27][O:28][C:21](=[O:25])[C:22]([C:17]1[C:16]2[C:20](=[C:12]([CH2:11][N:4]([C:1](=[O:3])[CH3:2])[CH2:5][CH2:6][OH:7])[CH:13]=[CH:14][CH:15]=2)[NH:19][CH:18]=1)=[O:23].[CH3:27][O:28][C:21](=[O:25])[C:22]([C:17]1[C:16]2[C:20](=[C:12]([CH2:11][N:4]([CH2:5][CH2:6][O:7][C:8](=[O:10])[CH3:9])[C:1](=[O:3])[CH3:2])[CH:13]=[CH:14][CH:15]=2)[NH:19][CH:18]=1)=[O:23]. The catalyst class is: 124. (2) Reactant: [CH:1]1([C:4]2[C:13]([CH:14]3[CH2:16][CH2:15]3)=[CH:12][C:7]([C:8](OC)=[O:9])=[C:6]([O:17][CH:18]([CH3:20])[CH3:19])[CH:5]=2)[CH2:3][CH2:2]1.[H-].[Al+3].[Li+].[H-].[H-].[H-].O.[OH-].[Na+]. Product: [CH:1]1([C:4]2[C:13]([CH:14]3[CH2:16][CH2:15]3)=[CH:12][C:7]([CH2:8][OH:9])=[C:6]([O:17][CH:18]([CH3:20])[CH3:19])[CH:5]=2)[CH2:2][CH2:3]1. The catalyst class is: 1. (3) Reactant: [F:1][C:2]1([F:11])[CH2:5][C:4]([CH2:9][F:10])(C(O)=O)[CH2:3]1.C1C=CC(P(N=[N+]=[N-])(C2C=CC=CC=2)=O)=CC=1.[Cl:29][C:30]1[CH:31]=[C:32]([C:36]2[C:44]([C:45]([NH2:47])=[O:46])=[C:39]3[CH2:40][NH:41][CH2:42][CH2:43][N:38]3[N:37]=2)[CH:33]=[CH:34][CH:35]=1.C[N:49]([CH:51]=[O:52])C. Product: [Cl:29][C:30]1[CH:31]=[C:32]([C:36]2[C:44]([C:45]([NH2:47])=[O:46])=[C:39]3[CH2:40][N:41]([C:51]([NH:49][C:4]4([CH2:9][F:10])[CH2:3][C:2]([F:1])([F:11])[CH2:5]4)=[O:52])[CH2:42][CH2:43][N:38]3[N:37]=2)[CH:33]=[CH:34][CH:35]=1. The catalyst class is: 11. (4) Reactant: [F:1][C:2]([F:27])([F:26])[C@@H:3]([C:5]1[CH:10]=[CH:9][C:8]([N:11]2[CH2:24][CH2:23][C:13]3([CH2:22][CH2:21][C:16]4(OCC[O:17]4)[CH2:15][CH2:14]3)[C:12]2=[O:25])=[CH:7][CH:6]=1)[OH:4].Cl. Product: [F:27][C:2]([F:1])([F:26])[C@@H:3]([C:5]1[CH:10]=[CH:9][C:8]([N:11]2[CH2:24][CH2:23][C:13]3([CH2:14][CH2:15][C:16](=[O:17])[CH2:21][CH2:22]3)[C:12]2=[O:25])=[CH:7][CH:6]=1)[OH:4]. The catalyst class is: 1. (5) The catalyst class is: 16. Product: [C:1]([C:5]1[CH:10]=[CH:9][C:8]([C:11]2[NH:20][C:14]3[C:15]([N:21]4[CH2:26][CH2:25][NH:24][CH2:23][CH2:22]4)=[N:16][CH:17]=[CH:18][C:13]=3[N:12]=2)=[CH:7][CH:6]=1)([CH3:4])([CH3:3])[CH3:2]. Reactant: [C:1]([C:5]1[CH:10]=[CH:9][C:8]([C:11]2[NH:20][C:14]3[C:15](Cl)=[N:16][CH:17]=[CH:18][C:13]=3[N:12]=2)=[CH:7][CH:6]=1)([CH3:4])([CH3:3])[CH3:2].[NH:21]1[CH2:26][CH2:25][NH:24][CH2:23][CH2:22]1.C(OCC)(=O)C. (6) Reactant: CC([N:5]([C:9]([C@H:12]1[CH2:16][CH2:15][N:14]([CH2:17][CH2:18][C:19]2[C:28]3[C:23](=[CH:24][CH:25]=[C:26]([O:29][CH3:30])[N:27]=3)[N:22]=[CH:21][C:20]=2[F:31])[CH2:13]1)([CH3:11])[CH3:10])C(=O)[O-])(C)C.Cl. Product: [F:31][C:20]1[CH:21]=[N:22][C:23]2[C:28]([C:19]=1[CH2:18][CH2:17][N:14]1[CH2:15][CH2:16][C@@H:12]([C:9]([NH2:5])([CH3:11])[CH3:10])[CH2:13]1)=[N:27][C:26]([O:29][CH3:30])=[CH:25][CH:24]=2. The catalyst class is: 2. (7) Reactant: [OH:1][C:2]1[CH:10]=[C:9]([OH:11])[CH:8]=[CH:7][C:3]=1[C:4]([OH:6])=[O:5].C([O-])([O-])=O.[K+].[K+].[CH2:18](Br)[C:19]1[CH:24]=[CH:23][CH:22]=[CH:21][CH:20]=1. Product: [CH2:18]([O:1][C:2]1[CH:10]=[C:9]([O:11][CH2:4][C:3]2[CH:7]=[CH:8][CH:9]=[CH:10][CH:2]=2)[CH:8]=[CH:7][C:3]=1[C:4]([OH:6])=[O:5])[C:19]1[CH:24]=[CH:23][CH:22]=[CH:21][CH:20]=1. The catalyst class is: 21. (8) Reactant: O1CCCC1.[NH2:6][C:7]1[C:12]([C:13]2[O:17][N:16]=[C:15]([CH2:18][C:19]3[CH:24]=[CH:23][C:22]([OH:25])=[CH:21][CH:20]=3)[CH:14]=2)=[CH:11][CH:10]=[C:9]([NH2:26])[N:8]=1.[OH-].[Na+].[Cl:29][C:30]1[CH:35]=[CH:34][CH:33]=[C:32]([CH2:36]Cl)[N:31]=1. Product: [Cl:29][C:30]1[N:31]=[C:32]([CH2:36][O:25][C:22]2[CH:23]=[CH:24][C:19]([CH2:18][C:15]3[CH:14]=[C:13]([C:12]4[C:7]([NH2:6])=[N:8][C:9]([NH2:26])=[CH:10][CH:11]=4)[O:17][N:16]=3)=[CH:20][CH:21]=2)[CH:33]=[CH:34][CH:35]=1. The catalyst class is: 9. (9) Reactant: [NH2:1][CH2:2][C:3]1[CH:8]=[CH:7][C:6]([NH2:9])=[CH:5][CH:4]=1.[CH3:10][C:11]([O:14][C:15](O[C:15]([O:14][C:11]([CH3:13])([CH3:12])[CH3:10])=[O:16])=[O:16])([CH3:13])[CH3:12]. Product: [C:11]([O:14][C:15](=[O:16])[NH:1][CH2:2][C:3]1[CH:8]=[CH:7][C:6]([NH2:9])=[CH:5][CH:4]=1)([CH3:13])([CH3:12])[CH3:10]. The catalyst class is: 2.